From a dataset of NCI-60 drug combinations with 297,098 pairs across 59 cell lines. Regression. Given two drug SMILES strings and cell line genomic features, predict the synergy score measuring deviation from expected non-interaction effect. (1) Drug 1: C1=CC(=CC=C1CC(C(=O)O)N)N(CCCl)CCCl.Cl. Drug 2: C1C(C(OC1N2C=NC3=C(N=C(N=C32)Cl)N)CO)O. Cell line: LOX IMVI. Synergy scores: CSS=14.8, Synergy_ZIP=-7.34, Synergy_Bliss=-2.65, Synergy_Loewe=-1.15, Synergy_HSA=-0.625. (2) Drug 1: CC1C(C(CC(O1)OC2CC(CC3=C2C(=C4C(=C3O)C(=O)C5=C(C4=O)C(=CC=C5)OC)O)(C(=O)C)O)N)O.Cl. Drug 2: CC1=C(C=C(C=C1)C(=O)NC2=CC(=CC(=C2)C(F)(F)F)N3C=C(N=C3)C)NC4=NC=CC(=N4)C5=CN=CC=C5. Cell line: HS 578T. Synergy scores: CSS=18.9, Synergy_ZIP=-3.08, Synergy_Bliss=0.298, Synergy_Loewe=-18.0, Synergy_HSA=-3.98. (3) Drug 1: CC1=C(N=C(N=C1N)C(CC(=O)N)NCC(C(=O)N)N)C(=O)NC(C(C2=CN=CN2)OC3C(C(C(C(O3)CO)O)O)OC4C(C(C(C(O4)CO)O)OC(=O)N)O)C(=O)NC(C)C(C(C)C(=O)NC(C(C)O)C(=O)NCCC5=NC(=CS5)C6=NC(=CS6)C(=O)NCCC[S+](C)C)O. Drug 2: C1=NNC2=C1C(=O)NC=N2. Cell line: HCC-2998. Synergy scores: CSS=21.7, Synergy_ZIP=-9.57, Synergy_Bliss=-7.78, Synergy_Loewe=-16.1, Synergy_HSA=-5.15. (4) Drug 1: COC1=C(C=C2C(=C1)N=CN=C2NC3=CC(=C(C=C3)F)Cl)OCCCN4CCOCC4. Drug 2: COC1=CC(=CC(=C1O)OC)C2C3C(COC3=O)C(C4=CC5=C(C=C24)OCO5)OC6C(C(C7C(O6)COC(O7)C8=CC=CS8)O)O. Cell line: EKVX. Synergy scores: CSS=61.0, Synergy_ZIP=11.4, Synergy_Bliss=10.6, Synergy_Loewe=14.8, Synergy_HSA=15.3. (5) Drug 1: CC1=C(C=C(C=C1)NC2=NC=CC(=N2)N(C)C3=CC4=NN(C(=C4C=C3)C)C)S(=O)(=O)N.Cl. Drug 2: C1=CC(=CC=C1CCCC(=O)O)N(CCCl)CCCl. Cell line: SF-268. Synergy scores: CSS=34.8, Synergy_ZIP=-5.82, Synergy_Bliss=-3.79, Synergy_Loewe=-7.91, Synergy_HSA=-6.02. (6) Drug 1: CNC(=O)C1=CC=CC=C1SC2=CC3=C(C=C2)C(=NN3)C=CC4=CC=CC=N4. Drug 2: CCN(CC)CCCC(C)NC1=C2C=C(C=CC2=NC3=C1C=CC(=C3)Cl)OC. Cell line: SK-MEL-5. Synergy scores: CSS=-7.26, Synergy_ZIP=1.47, Synergy_Bliss=-6.08, Synergy_Loewe=-13.3, Synergy_HSA=-12.4. (7) Drug 1: CC12CCC3C(C1CCC2=O)CC(=C)C4=CC(=O)C=CC34C. Drug 2: CC1=C(C(=O)C2=C(C1=O)N3CC4C(C3(C2COC(=O)N)OC)N4)N. Cell line: OVCAR-8. Synergy scores: CSS=68.2, Synergy_ZIP=1.81, Synergy_Bliss=1.70, Synergy_Loewe=-1.10, Synergy_HSA=3.79. (8) Drug 1: CC1CCC2CC(C(=CC=CC=CC(CC(C(=O)C(C(C(=CC(C(=O)CC(OC(=O)C3CCCCN3C(=O)C(=O)C1(O2)O)C(C)CC4CCC(C(C4)OC)O)C)C)O)OC)C)C)C)OC. Drug 2: CC1CCCC2(C(O2)CC(NC(=O)CC(C(C(=O)C(C1O)C)(C)C)O)C(=CC3=CSC(=N3)C)C)C. Cell line: MDA-MB-435. Synergy scores: CSS=63.3, Synergy_ZIP=1.34, Synergy_Bliss=0.882, Synergy_Loewe=-7.50, Synergy_HSA=1.63. (9) Drug 1: CC=C1C(=O)NC(C(=O)OC2CC(=O)NC(C(=O)NC(CSSCCC=C2)C(=O)N1)C(C)C)C(C)C. Drug 2: CC1=C(C(=CC=C1)Cl)NC(=O)C2=CN=C(S2)NC3=CC(=NC(=N3)C)N4CCN(CC4)CCO. Cell line: HOP-92. Synergy scores: CSS=14.2, Synergy_ZIP=1.93, Synergy_Bliss=-1.05, Synergy_Loewe=-39.0, Synergy_HSA=-2.42.